The task is: Predict the product of the given reaction.. This data is from Forward reaction prediction with 1.9M reactions from USPTO patents (1976-2016). (1) Given the reactants [Br:1][C:2]1[CH:3]=[C:4]2[C:10](I)=[N:9][N:8]([CH:12]3[CH2:17][CH2:16][CH2:15][CH2:14][O:13]3)[C:5]2=[CH:6][N:7]=1.[C:18]([N:21]1[CH2:25][CH2:24][NH:23][C:22]1=[O:26])(=[O:20])[CH3:19].CNCCNC.C(=O)([O-])[O-].[K+].[K+].O1CCOCC1, predict the reaction product. The product is: [C:18]([N:21]1[CH2:25][CH2:24][N:23]([C:10]2[C:4]3[C:5](=[CH:6][N:7]=[C:2]([Br:1])[CH:3]=3)[N:8]([CH:12]3[CH2:17][CH2:16][CH2:15][CH2:14][O:13]3)[N:9]=2)[C:22]1=[O:26])(=[O:20])[CH3:19]. (2) Given the reactants [NH2:1][C:2]1[CH:7]=[CH:6][CH:5]=[CH:4][C:3]=1[C:8]([C:10]1[CH:15]=[CH:14][C:13]([O:16][CH2:17][O:18][CH3:19])=[CH:12][CH:11]=1)=O.[C:20](#[N:22])[CH3:21].[H-].[Na+].O, predict the reaction product. The product is: [CH3:19][O:18][CH2:17][O:16][C:13]1[CH:14]=[CH:15][C:10]([C:8]2[C:3]3[C:2](=[CH:7][CH:6]=[CH:5][CH:4]=3)[N:1]=[C:20]([NH2:22])[CH:21]=2)=[CH:11][CH:12]=1. (3) The product is: [C:19]([N:8]1[CH2:7][CH2:6][C:5]2[C:10](=[CH:11][C:2]([Br:1])=[CH:3][CH:4]=2)[CH2:9]1)(=[O:21])[CH3:20]. Given the reactants [Br:1][C:2]1[CH:11]=[C:10]2[C:5]([CH2:6][CH2:7][NH:8][CH2:9]2)=[CH:4][CH:3]=1.C(N(CC)CC)C.[C:19](OC(=O)C)(=[O:21])[CH3:20].Cl, predict the reaction product.